Predict the reaction yield, written as a fraction of the theoretical maximum amount of product (1.0 means a 100% yield; for example, 0.34 means a 34% yield). From a dataset of Reaction yield outcomes from USPTO patents with 853,638 reactions. (1) The reactants are [C:1]([O:4][CH2:5][C:6]1[N:7]([C:23]2[CH:28]=[CH:27][CH:26]=[C:25]([C:29]([NH2:31])=[O:30])[CH:24]=2)[C:8](=[O:22])[CH:9]=[C:10]([O:12][CH2:13][C:14]2[CH:19]=[CH:18][C:17]([F:20])=[CH:16][C:15]=2[F:21])[CH:11]=1)(=[O:3])[CH3:2].[Cl:32]N1C(=O)CCC1=O.ClC(Cl)C(O)=O. The catalyst is ClCCl.C(OCC)C. The product is [C:1]([O:4][CH2:5][C:6]1[N:7]([C:23]2[CH:28]=[CH:27][CH:26]=[C:25]([C:29]([NH2:31])=[O:30])[CH:24]=2)[C:8](=[O:22])[C:9]([Cl:32])=[C:10]([O:12][CH2:13][C:14]2[CH:19]=[CH:18][C:17]([F:20])=[CH:16][C:15]=2[F:21])[CH:11]=1)(=[O:3])[CH3:2]. The yield is 0.850. (2) The reactants are C([NH:8][CH:9]1[CH2:18][CH2:17][C:12]2([O:16][CH2:15][CH2:14][O:13]2)[CH2:11][CH2:10]1)C1C=CC=CC=1. The catalyst is CCO. The product is [O:13]1[C:12]2([CH2:17][CH2:18][CH:9]([NH2:8])[CH2:10][CH2:11]2)[O:16][CH2:15][CH2:14]1. The yield is 0.820. (3) The yield is 0.890. The reactants are [F:1][C:2]1[CH:7]=[CH:6][C:5]([C:8]2[O:9][C:10]3[CH:20]=[CH:19][C:18]([C:21]4[C:22]([CH3:39])=[CH:23][C:24](OS(C(F)(F)F)(=O)=O)=[C:25]([CH:30]=4)[C:26]([O:28][CH3:29])=[O:27])=[CH:17][C:11]=3[C:12]=2[C:13](=[O:16])[NH:14][CH3:15])=[CH:4][CH:3]=1.O1CCOCC1.[Cl:46][C:47]1[CH:52]=[CH:51][CH:50]=[CH:49][C:48]=1B(O)O.C(=O)([O-])[O-].[Cs+].[Cs+]. The catalyst is C(#N)C.C1C=CC([P]([Pd]([P](C2C=CC=CC=2)(C2C=CC=CC=2)C2C=CC=CC=2)([P](C2C=CC=CC=2)(C2C=CC=CC=2)C2C=CC=CC=2)[P](C2C=CC=CC=2)(C2C=CC=CC=2)C2C=CC=CC=2)(C2C=CC=CC=2)C2C=CC=CC=2)=CC=1.O. The product is [Cl:46][C:47]1[CH:52]=[CH:51][CH:50]=[CH:49][C:48]=1[C:24]1[C:25]([C:26]([O:28][CH3:29])=[O:27])=[CH:30][C:21]([C:18]2[CH:19]=[CH:20][C:10]3[O:9][C:8]([C:5]4[CH:4]=[CH:3][C:2]([F:1])=[CH:7][CH:6]=4)=[C:12]([C:13](=[O:16])[NH:14][CH3:15])[C:11]=3[CH:17]=2)=[C:22]([CH3:39])[CH:23]=1. (4) The reactants are [OH-].[K+].[CH2:3]([O:10][C:11]([NH:13][C@@H:14]([CH2:19][C:20]1[CH:25]=[CH:24][CH:23]=[CH:22][CH:21]=1)[C@H:15]([OH:18])[CH2:16]Cl)=[O:12])[C:4]1[CH:9]=[CH:8][CH:7]=[CH:6][CH:5]=1. The catalyst is C(O)C.ClCCl. The product is [CH2:3]([O:10][C:11]([NH:13][C@@H:14]([CH2:19][C:20]1[CH:25]=[CH:24][CH:23]=[CH:22][CH:21]=1)[C@@H:15]1[O:18][CH2:16]1)=[O:12])[C:4]1[CH:9]=[CH:8][CH:7]=[CH:6][CH:5]=1. The yield is 0.770. (5) The reactants are [OH:1][C:2]1[CH:26]=[CH:25][C:5]([CH2:6][N:7]2[CH2:11][CH2:10][N:9]([C@@H:12]([C:20]([CH3:23])([CH3:22])[CH3:21])[C:13]([O:15]C(C)(C)C)=[O:14])[C:8]2=[O:24])=[CH:4][CH:3]=1.FC(F)(F)C(O)=O. The catalyst is ClCCl. The product is [OH:1][C:2]1[CH:3]=[CH:4][C:5]([CH2:6][N:7]2[CH2:11][CH2:10][N:9]([C@@H:12]([C:20]([CH3:21])([CH3:22])[CH3:23])[C:13]([OH:15])=[O:14])[C:8]2=[O:24])=[CH:25][CH:26]=1. The yield is 1.00.